Dataset: Catalyst prediction with 721,799 reactions and 888 catalyst types from USPTO. Task: Predict which catalyst facilitates the given reaction. Reactant: [S:1]1[CH2:7][C:5](=[O:6])[NH:4][C:2]1=[S:3].[OH-].[Na+].Cl[CH2:11][C:12]([C:14]1[CH:23]=[CH:22][C:17]2[O:18][CH2:19][CH2:20][O:21][C:16]=2[CH:15]=1)=[O:13]. Product: [O:18]1[C:17]2[CH:22]=[CH:23][C:14]([C:12](=[O:13])[CH2:11][S:3][C:2]3[S:1][CH2:7][C:5](=[O:6])[N:4]=3)=[CH:15][C:16]=2[O:21][CH2:20][CH2:19]1. The catalyst class is: 88.